Dataset: Forward reaction prediction with 1.9M reactions from USPTO patents (1976-2016). Task: Predict the product of the given reaction. Given the reactants [Mg].II.[Cl:4][C:5]1[CH:12]=[CH:11][C:8]([CH2:9]Cl)=[CH:7][CH:6]=1.[CH:13]1[C:18]([F:19])=[CH:17][C:16]([F:20])=[C:15]([C:21]([CH2:23][Cl:24])=[O:22])[CH:14]=1.[Cl-].[NH4+], predict the reaction product. The product is: [Cl:24][CH2:23][C:21]([C:15]1[CH:14]=[CH:13][C:18]([F:19])=[CH:17][C:16]=1[F:20])([OH:22])[CH2:9][C:8]1[CH:11]=[CH:12][C:5]([Cl:4])=[CH:6][CH:7]=1.